Task: Predict the reactants needed to synthesize the given product.. Dataset: Full USPTO retrosynthesis dataset with 1.9M reactions from patents (1976-2016) (1) Given the product [Cl:1][C:2]1[CH:3]=[CH:4][C:5]2[NH:8][C:11]([C:10]([OH:15])=[O:14])=[CH:13][C:6]=2[N:7]=1, predict the reactants needed to synthesize it. The reactants are: [Cl:1][C:2]1[N:7]=[CH:6][C:5]([NH2:8])=[C:4](I)[CH:3]=1.[C:10]([OH:15])(=[O:14])[C:11]([CH3:13])=O.C1N2CCN(CC2)C1. (2) The reactants are: [Br:1][C:2]1[C:3]([C:14](=[S:16])[NH2:15])=[CH:4][C:5]([NH:8][C:9]([NH:11][CH2:12][CH3:13])=[O:10])=[N:6][CH:7]=1.Br[CH2:18][C:19](=O)[CH2:20][CH3:21]. Given the product [Br:1][C:2]1[C:3]([C:14]2[S:16][CH:18]=[C:19]([CH2:20][CH3:21])[N:15]=2)=[CH:4][C:5]([NH:8][C:9]([NH:11][CH2:12][CH3:13])=[O:10])=[N:6][CH:7]=1, predict the reactants needed to synthesize it. (3) Given the product [F:18][C:10]1[C:11]([C:14]([F:17])([F:16])[F:15])=[CH:12][CH:13]=[C:8]2[C:9]=1[C:4](=[O:3])[NH:5][CH2:6][CH2:7]2, predict the reactants needed to synthesize it. The reactants are: C([O:3][C:4](=O)[NH:5][CH2:6][CH2:7][C:8]1[CH:13]=[CH:12][C:11]([C:14]([F:17])([F:16])[F:15])=[C:10]([F:18])[CH:9]=1)C.O=P12OP3(OP(OP(O3)(O1)=O)(=O)O2)=O.O=P(Cl)(Cl)Cl.